Dataset: Forward reaction prediction with 1.9M reactions from USPTO patents (1976-2016). Task: Predict the product of the given reaction. (1) Given the reactants [CH2:1]([O:8][C:9]1[C:14](=[O:15])[N:13]2[CH2:16][CH2:17][N:18]([CH:19]([CH3:21])[CH3:20])[C:12]2=[N:11][C:10]=1[C:22](O)=[O:23])[C:2]1[CH:7]=[CH:6][CH:5]=[CH:4][CH:3]=1.Cl.[F:26][C:27]1[CH:34]=[CH:33][C:30]([CH2:31][NH2:32])=[C:29]([S:35](=[O:40])(=[O:39])[N:36]([CH3:38])[CH3:37])[CH:28]=1, predict the reaction product. The product is: [F:26][C:27]1[CH:34]=[CH:33][C:30]([CH2:31][NH:32][C:22]([C:10]2[N:11]=[C:12]3[N:18]([CH:19]([CH3:21])[CH3:20])[CH2:17][CH2:16][N:13]3[C:14](=[O:15])[C:9]=2[O:8][CH2:1][C:2]2[CH:7]=[CH:6][CH:5]=[CH:4][CH:3]=2)=[O:23])=[C:29]([S:35](=[O:39])(=[O:40])[N:36]([CH3:38])[CH3:37])[CH:28]=1. (2) Given the reactants [Cl:1][C:2]1[CH:3]=[C:4]2[N:25]=[C:24]([O:26][C@H:27]3[C@H:31]4[O:32][CH2:33][C@@H:34]([OH:35])[C@H:30]4[O:29][CH2:28]3)[N:23]([CH2:36][O:37][CH2:38][CH2:39][Si:40]([CH3:43])([CH3:42])[CH3:41])[C:5]2=[N:6][C:7]=1[C:8]1[CH:13]=[CH:12][C:11](B2OC(C)(C)C(C)(C)O2)=[CH:10][CH:9]=1.Br[C:45]1[CH:50]=[CH:49][C:48]([N:51]=[S:52]([CH3:58])([NH:54][CH:55]([CH3:57])[CH3:56])=[O:53])=[CH:47][CH:46]=1, predict the reaction product. The product is: [OH:35][C@H:34]1[C@H:30]2[O:29][CH2:28][C@@H:27]([O:26][C:24]3[N:23]([CH2:36][O:37][CH2:38][CH2:39][Si:40]([CH3:41])([CH3:43])[CH3:42])[C:5]4=[N:6][C:7]([C:8]5[CH:9]=[CH:10][C:11]([C:45]6[CH:46]=[CH:47][C:48]([N:51]=[S:52]([CH3:58])([NH:54][CH:55]([CH3:56])[CH3:57])=[O:53])=[CH:49][CH:50]=6)=[CH:12][CH:13]=5)=[C:2]([Cl:1])[CH:3]=[C:4]4[N:25]=3)[C@H:31]2[O:32][CH2:33]1. (3) Given the reactants [C:1](=[O:4])([O-])[O-:2].[Cs+].[Cs+].[Cl:7][C:8]1[CH:9]=[CH:10][C:11]2O[C:14](=O)[NH:13][C:12]=2[CH:17]=1.CI, predict the reaction product. The product is: [Cl:7][C:8]1[CH:9]=[CH:10][C:11]2[O:2][C:1](=[O:4])[N:13]([CH3:14])[C:12]=2[CH:17]=1. (4) The product is: [N:1]1([C:7]([NH2:10])=[O:8])[CH2:6][CH2:5][O:4][CH2:3][CH2:2]1. Given the reactants [N:1]1([C:7](Cl)=[O:8])[CH2:6][CH2:5][O:4][CH2:3][CH2:2]1.[NH3:10], predict the reaction product.